Dataset: Catalyst prediction with 721,799 reactions and 888 catalyst types from USPTO. Task: Predict which catalyst facilitates the given reaction. (1) Reactant: [CH:1]1[CH:5]=[C:4]([C:6]([CH2:8][CH2:9][CH2:10]Cl)=[O:7])[S:3][CH:2]=1.[N-:12]=[N+:13]=[N-:14].[Na+]. Product: [N:12]([CH2:10][CH2:9][CH2:8][C:6]([C:4]1[S:3][CH:2]=[CH:1][CH:5]=1)=[O:7])=[N+:13]=[N-:14]. The catalyst class is: 3. (2) Reactant: [F:1][C:2]1[CH:9]=[C:8]([CH:10]2[CH2:12][O:11]2)[CH:7]=[C:6]([F:13])[C:3]=1[C:4]#[N:5].C([O-])=O.[NH4+]. Product: [F:1][C:2]1[CH:9]=[C:8]([CH2:10][CH2:12][OH:11])[CH:7]=[C:6]([F:13])[C:3]=1[C:4]#[N:5]. The catalyst class is: 29. (3) Reactant: [Br:1][C:2]1[CH:3]=[C:4]([C:8]([C:13]2[CH:18]=[CH:17][CH:16]=[C:15]([Br:19])[CH:14]=2)([CH2:11][OH:12])[CH2:9][OH:10])[CH:5]=[CH:6][CH:7]=1.[CH3:20][S:21](Cl)(=[O:23])=[O:22].CCN(CC)CC. Product: [CH3:20][S:21]([O:12][CH2:11][C:8]([C:13]1[CH:18]=[CH:17][CH:16]=[C:15]([Br:19])[CH:14]=1)([C:4]1[CH:5]=[CH:6][CH:7]=[C:2]([Br:1])[CH:3]=1)[CH2:9][O:10][S:21]([CH3:20])(=[O:23])=[O:22])(=[O:23])=[O:22]. The catalyst class is: 4. (4) Reactant: [NH2:1][CH2:2][CH:3]1[CH2:8][CH2:7][O:6][CH2:5][CH2:4]1.C(N(CC)CC)C.[C:16](O[C:16]([O:18][C:19]([CH3:22])([CH3:21])[CH3:20])=[O:17])([O:18][C:19]([CH3:22])([CH3:21])[CH3:20])=[O:17].O. Product: [O:6]1[CH2:7][CH2:8][CH:3]([CH2:2][NH:1][C:16](=[O:17])[O:18][C:19]([CH3:22])([CH3:21])[CH3:20])[CH2:4][CH2:5]1. The catalyst class is: 54. (5) Reactant: [F:1][C:2]([F:21])([F:20])[S:3](N(C1C=CC=CC=1)[S:3]([C:2]([F:21])([F:20])[F:1])(=[O:5])=[O:4])(=[O:5])=[O:4].[Cl:22][C:23]1[C:24]([OH:34])=[C:25]2[C:30](=[CH:31][CH:32]=1)[NH:29][C:28](=[O:33])[CH:27]=[CH:26]2.C(N(CC)CC)C. Product: [F:1][C:2]([F:21])([F:20])[S:3]([O:34][C:24]1[C:23]([Cl:22])=[CH:32][CH:31]=[C:30]2[C:25]=1[CH:26]=[CH:27][C:28](=[O:33])[NH:29]2)(=[O:5])=[O:4]. The catalyst class is: 23. (6) Reactant: [CH3:1][O:2][C:3]1[C:12]2[CH2:11][CH2:10][C@H:9]3[C@H:13]([CH3:20])[C:14](=[O:19])[CH:15]([C:17]#[N:18])[CH2:16][C@:8]3([C:21]3[CH:26]=[CH:25][CH:24]=[CH:23][CH:22]=3)[C:7]=2[N:6]=[C:5]([CH3:27])[N:4]=1.BrN1C(C)(C)C(=O)N(Br)C1=O.N1C=CC=CC=1. Product: [CH3:1][O:2][C:3]1[C:12]2[CH2:11][CH2:10][C@H:9]3[C@H:13]([CH3:20])[C:14](=[O:19])[C:15]([C:17]#[N:18])=[CH:16][C@:8]3([C:21]3[CH:22]=[CH:23][CH:24]=[CH:25][CH:26]=3)[C:7]=2[N:6]=[C:5]([CH3:27])[N:4]=1. The catalyst class is: 9. (7) Reactant: [NH2:1][C:2]1[N:3]=[N:4][N:5]([CH2:7][C:8]([NH:10][CH:11]([C:13]2[CH:18]=[CH:17][CH:16]=[CH:15][CH:14]=2)[CH3:12])=[O:9])[N:6]=1.N1C=CC=CC=1.Cl.[C:26](Cl)(=[O:33])[C:27]1[CH:32]=[CH:31][CH:30]=[N:29][CH:28]=1. Product: [O:9]=[C:8]([NH:10][CH:11]([C:13]1[CH:18]=[CH:17][CH:16]=[CH:15][CH:14]=1)[CH3:12])[CH2:7][N:5]1[N:4]=[N:3][C:2]([NH:1][C:26](=[O:33])[C:27]2[CH:32]=[CH:31][CH:30]=[N:29][CH:28]=2)=[N:6]1. The catalyst class is: 10. (8) Reactant: [CH2:1]([O:5][CH2:6][CH2:7][O:8][C:9]1[CH:14]=[CH:13][C:12]([C:15]2[CH:16]=[CH:17][C:18]3[N:24]([CH2:25][CH:26]([CH3:28])[CH3:27])[CH2:23][CH2:22][C:21]([C:29]([NH:31][C:32]4[CH:37]=[CH:36][C:35]([S:38][CH2:39][C:40]5[N:44]([CH2:45][CH2:46][CH3:47])[CH:43]=[N:42][CH:41]=5)=[CH:34][CH:33]=4)=[O:30])=[CH:20][C:19]=3[CH:48]=2)=[CH:11][CH:10]=1)[CH2:2][CH2:3][CH3:4].ClC1C=CC=C(C(OO)=[O:57])C=1.CSC.O. Product: [CH2:1]([O:5][CH2:6][CH2:7][O:8][C:9]1[CH:10]=[CH:11][C:12]([C:15]2[CH:16]=[CH:17][C:18]3[N:24]([CH2:25][CH:26]([CH3:27])[CH3:28])[CH2:23][CH2:22][C:21]([C:29]([NH:31][C:32]4[CH:33]=[CH:34][C:35]([S:38]([CH2:39][C:40]5[N:44]([CH2:45][CH2:46][CH3:47])[CH:43]=[N:42][CH:41]=5)=[O:57])=[CH:36][CH:37]=4)=[O:30])=[CH:20][C:19]=3[CH:48]=2)=[CH:13][CH:14]=1)[CH2:2][CH2:3][CH3:4]. The catalyst class is: 4. (9) Reactant: [F:1][C:2]1[CH:7]=[CH:6][CH:5]=[CH:4][C:3]=1B(O)O.FC(F)(F)S(O[C:17]1[CH2:21][CH2:20][CH2:19][C:18]=1[C:22]([O:24][CH2:25][CH3:26])=[O:23])(=O)=O.C(O)C.C(=O)([O-])[O-].[Na+].[Na+]. Product: [F:1][C:2]1[CH:7]=[CH:6][CH:5]=[CH:4][C:3]=1[C:17]1[CH2:21][CH2:20][CH2:19][C:18]=1[C:22]([O:24][CH2:25][CH3:26])=[O:23]. The catalyst class is: 109. (10) Reactant: Cl.[NH2:2][OH:3].[OH-].[Na+].[N:6]([CH2:9][C:10]1[CH:15]=[CH:14][C:13]([C:16](=O)[CH2:17][C:18](=[O:23])[C:19]([F:22])([F:21])[F:20])=[CH:12][CH:11]=1)=[N+:7]=[N-:8]. Product: [N:6]([CH2:9][C:10]1[CH:15]=[CH:14][C:13]([C:16]2[CH2:17][C:18]([C:19]([F:22])([F:21])[F:20])([OH:23])[O:3][N:2]=2)=[CH:12][CH:11]=1)=[N+:7]=[N-:8]. The catalyst class is: 97.